Dataset: Forward reaction prediction with 1.9M reactions from USPTO patents (1976-2016). Task: Predict the product of the given reaction. Given the reactants [Br:1]N1C(=O)CCC1=O.C1(P(C2C=CC=CC=2)C2C=CC=CC=2)C=CC=CC=1.N1C=CC=CC=1.O[CH2:35][CH2:36][CH2:37][C@@H:38]([C:49]([O:51][C:52]([CH3:55])([CH3:54])[CH3:53])=[O:50])[NH:39][C:40]([O:42][CH2:43][CH2:44][Si:45]([CH3:48])([CH3:47])[CH3:46])=[O:41], predict the reaction product. The product is: [Br:1][CH2:35][CH2:36][CH2:37][C@@H:38]([C:49]([O:51][C:52]([CH3:55])([CH3:54])[CH3:53])=[O:50])[NH:39][C:40]([O:42][CH2:43][CH2:44][Si:45]([CH3:48])([CH3:47])[CH3:46])=[O:41].